Dataset: Peptide-MHC class II binding affinity with 134,281 pairs from IEDB. Task: Regression. Given a peptide amino acid sequence and an MHC pseudo amino acid sequence, predict their binding affinity value. This is MHC class II binding data. The peptide sequence is DYVRMWVQAATAMSA. The MHC is HLA-DPA10103-DPB10401 with pseudo-sequence HLA-DPA10103-DPB10401. The binding affinity (normalized) is 0.388.